From a dataset of Reaction yield outcomes from USPTO patents with 853,638 reactions. Predict the reaction yield, written as a fraction of the theoretical maximum amount of product (1.0 means a 100% yield; for example, 0.34 means a 34% yield). (1) The reactants are [Cl:1][C:2]1[CH:7]=[CH:6][C:5]([NH:8][C:9]([C:11]2[CH:20]=[C:19]3[C:14]([CH2:15][CH2:16][N:17](C(OC(C)(C)C)=O)[CH2:18]3)=[CH:13][CH:12]=2)=[O:10])=[C:4]([N:28]2[CH2:33][CH2:32][N:31]([CH2:34][CH2:35][C:36]([F:39])([F:38])[F:37])[CH2:30][CH2:29]2)[CH:3]=1.Cl. The catalyst is C(Cl)Cl. The product is [Cl:1][C:2]1[CH:7]=[CH:6][C:5]([NH:8][C:9]([C:11]2[CH:20]=[C:19]3[C:14]([CH2:15][CH2:16][NH:17][CH2:18]3)=[CH:13][CH:12]=2)=[O:10])=[C:4]([N:28]2[CH2:33][CH2:32][N:31]([CH2:34][CH2:35][C:36]([F:39])([F:37])[F:38])[CH2:30][CH2:29]2)[CH:3]=1. The yield is 0.820. (2) The reactants are C[O:2][C:3](=[O:23])[C@@H:4]([N:9]1[CH2:17][C:16]2[C:11](=[CH:12][CH:13]=[CH:14][C:15]=2[C:18]([F:21])([F:20])[F:19])[C:10]1=[O:22])[CH2:5][CH2:6][S:7][CH3:8].O.[OH-].[Li+]. The catalyst is O1CCCC1.O. The product is [CH3:8][S:7][CH2:6][CH2:5][C@H:4]([N:9]1[CH2:17][C:16]2[C:11](=[CH:12][CH:13]=[CH:14][C:15]=2[C:18]([F:20])([F:21])[F:19])[C:10]1=[O:22])[C:3]([OH:23])=[O:2]. The yield is 0.970. (3) The reactants are [F:1][C:2]([F:7])([F:6])[C:3]([OH:5])=[O:4].C(OC([N:15]1[CH2:19][CH2:18][CH:17]([C:20]2[CH:25]=[CH:24][C:23]([O:26][CH2:27][C:28]3[CH:33]=[CH:32][CH:31]=[CH:30][CH:29]=3)=[CH:22][C:21]=2[O:34][CH2:35][C:36]2[CH:41]=[CH:40][CH:39]=[CH:38][CH:37]=2)[CH2:16]1)=O)(C)(C)C. The catalyst is ClCCl. The product is [F:1][C:2]([F:7])([F:6])[C:3]([O-:5])=[O:4].[CH2:35]([O:34][C:21]1[CH:22]=[C:23]([O:26][CH2:27][C:28]2[CH:29]=[CH:30][CH:31]=[CH:32][CH:33]=2)[CH:24]=[CH:25][C:20]=1[CH:17]1[CH2:18][CH2:19][NH2+:15][CH2:16]1)[C:36]1[CH:37]=[CH:38][CH:39]=[CH:40][CH:41]=1. The yield is 0.760. (4) The reactants are [Li+].[OH-].C([O:5][C:6](=[O:20])[CH2:7][NH:8][C:9](=[O:19])[CH2:10][CH2:11][C:12]1[CH:17]=[CH:16][C:15]([OH:18])=[CH:14][CH:13]=1)C. The catalyst is C1COCC1.CO.O. The product is [OH:18][C:15]1[CH:16]=[CH:17][C:12]([CH2:11][CH2:10][C:9]([NH:8][CH2:7][C:6]([OH:20])=[O:5])=[O:19])=[CH:13][CH:14]=1. The yield is 0.895. (5) The reactants are [Cl:1][C:2]1[CH:3]=[C:4]([CH:7]=[CH:8][C:9]=1[S:10][CH3:11])[CH:5]=O.[NH:12]1[CH2:17][CH2:16][O:15][CH2:14][CH2:13]1.O.C1(C)C=CC(S(O)(=O)=O)=CC=1.[C-:30]#[N:31].[K+]. The catalyst is O1CCCC1.O. The product is [Cl:1][C:2]1[CH:3]=[C:4]([CH:5]([N:12]2[CH2:17][CH2:16][O:15][CH2:14][CH2:13]2)[C:30]#[N:31])[CH:7]=[CH:8][C:9]=1[S:10][CH3:11]. The yield is 0.950. (6) The reactants are [CH3:1][O:2][C:3]1[CH:8]=[CH:7][CH:6]=[CH:5][C:4]=1[C:9]1[CH:17]=[C:16]2[C:12]([CH2:13][C:14](=[O:18])[NH:15]2)=[CH:11][CH:10]=1.[N:19]1([CH2:24][CH2:25][NH:26][C:27]([C:29]2[C:33]([C:34]3[CH:39]=[CH:38][CH:37]=[CH:36][CH:35]=3)=[C:32]([CH:40]=O)[NH:31][C:30]=2[CH3:42])=[O:28])[CH2:23][CH2:22][CH2:21][CH2:20]1. No catalyst specified. The product is [N:19]1([CH2:24][CH2:25][NH:26][C:27]([C:29]2[C:33]([C:34]3[CH:35]=[CH:36][CH:37]=[CH:38][CH:39]=3)=[C:32]([CH:40]=[C:13]3[C:12]4[C:16](=[CH:17][C:9]([C:4]5[CH:5]=[CH:6][CH:7]=[CH:8][C:3]=5[O:2][CH3:1])=[CH:10][CH:11]=4)[NH:15][C:14]3=[O:18])[NH:31][C:30]=2[CH3:42])=[O:28])[CH2:20][CH2:21][CH2:22][CH2:23]1. The yield is 0.350. (7) The reactants are [CH:1]1([N:5]2[C:13]3[C:8](=[CH:9][CH:10]=[C:11]([OH:14])[CH:12]=3)[C:7]([C:15]#[N:16])=[CH:6]2)[CH2:4][CH2:3][CH2:2]1.C(OB([O-])[O-])(C)C.[Li+].CC([N-]C(C)C)C.[Cl:32][C:33]1[CH:38]=[C:37](I)[CH:36]=[CH:35][C:34]=1[NH2:40].C([O-])([O-])=O.[K+].[K+]. The catalyst is C1COCC1.CN(C=O)C.O.C1C=CC(P(C2C=CC=CC=2)[C-]2C=CC=C2)=CC=1.C1C=CC(P(C2C=CC=CC=2)[C-]2C=CC=C2)=CC=1.Cl[Pd]Cl.[Fe+2]. The product is [NH2:40][C:34]1[CH:35]=[CH:36][C:37]([C:6]2[N:5]([CH:1]3[CH2:2][CH2:3][CH2:4]3)[C:13]3[C:8]([C:7]=2[C:15]#[N:16])=[CH:9][CH:10]=[C:11]([OH:14])[CH:12]=3)=[CH:38][C:33]=1[Cl:32]. The yield is 0.640. (8) The reactants are Br[C:2]1[CH:7]=[CH:6][C:5]([CH2:8][N:9]2[CH2:14][CH2:13][N:12]([C:15]([O:17][C:18]([CH3:21])([CH3:20])[CH3:19])=[O:16])[CH2:11][CH2:10]2)=[C:4]([O:22][C:23]2[CH:28]=[CH:27][CH:26]=[CH:25][CH:24]=2)[CH:3]=1.[CH3:29][C:30]1[CH:31]=[C:32](B(O)O)[CH:33]=[CH:34][CH:35]=1.C(=O)([O-])[O-].[K+].[K+].O1CCOCC1. The catalyst is O.C1C=CC([P]([Pd]([P](C2C=CC=CC=2)(C2C=CC=CC=2)C2C=CC=CC=2)([P](C2C=CC=CC=2)(C2C=CC=CC=2)C2C=CC=CC=2)[P](C2C=CC=CC=2)(C2C=CC=CC=2)C2C=CC=CC=2)(C2C=CC=CC=2)C2C=CC=CC=2)=CC=1. The product is [CH3:29][C:30]1[CH:35]=[C:34]([C:2]2[CH:7]=[CH:6][C:5]([CH2:8][N:9]3[CH2:10][CH2:11][N:12]([C:15]([O:17][C:18]([CH3:20])([CH3:19])[CH3:21])=[O:16])[CH2:13][CH2:14]3)=[C:4]([O:22][C:23]3[CH:24]=[CH:25][CH:26]=[CH:27][CH:28]=3)[CH:3]=2)[CH:33]=[CH:32][CH:31]=1. The yield is 0.810. (9) The reactants are [CH3:1][N:2]([CH3:9])[CH2:3][CH2:4][C:5](OC)=[O:6].[NH2:10][NH2:11]. The product is [NH2:10][NH:11][C:5](=[O:6])[CH2:4][CH2:3][N:2]([CH3:9])[CH3:1]. The yield is 1.00. The catalyst is C(O)C. (10) The reactants are [C:1]([NH:5][C:6]1[N:10]2[CH:11]=[C:12]([C:15]([O-:17])=[O:16])[CH:13]=[CH:14][C:9]2=[N:8][CH:7]=1)([CH3:4])([CH3:3])[CH3:2].[Na+]. The yield is 0.540. The product is [C:1]([NH:5][C:6]1[N:10]2[CH:11]=[C:12]([C:15]([OH:17])=[O:16])[CH:13]=[CH:14][C:9]2=[N:8][CH:7]=1)([CH3:4])([CH3:2])[CH3:3]. The catalyst is C(O)(=O)C.